Dataset: Full USPTO retrosynthesis dataset with 1.9M reactions from patents (1976-2016). Task: Predict the reactants needed to synthesize the given product. (1) Given the product [CH2:15]([S:22][CH2:23][C@H:24]1[N:25]([S:39]([CH3:42])(=[O:41])=[O:40])[CH2:26][C@H:27]([SH:29])[CH2:28]1)[C:16]1[CH:17]=[CH:18][CH:19]=[CH:20][CH:21]=1, predict the reactants needed to synthesize it. The reactants are: C(O)(C(F)(F)F)=O.C([SiH](CC)CC)C.[CH2:15]([S:22][CH2:23][C@@H:24]1[CH2:28][C@@H:27]([S:29]CC2C=CC(OC)=CC=2)[CH2:26][N:25]1[S:39]([CH3:42])(=[O:41])=[O:40])[C:16]1[CH:21]=[CH:20][CH:19]=[CH:18][CH:17]=1.C([SiH](CC)CC)C. (2) Given the product [I-:12].[OH:11][C:10]1[C:5]([CH2:4][N+:2]([CH3:13])([CH3:1])[CH3:3])=[N:6][CH:7]=[CH:8][CH:9]=1, predict the reactants needed to synthesize it. The reactants are: [CH3:1][N:2]([CH2:4][C:5]1[C:10]([OH:11])=[CH:9][CH:8]=[CH:7][N:6]=1)[CH3:3].[I:12][CH3:13]. (3) Given the product [Br:12][C:13]1[O:17][N:16]=[C:15]([C:18]([NH:22][C:23]2[C:24](=[O:36])[N:25]([CH:30]3[CH2:31][CH2:32][CH2:33][CH2:34][CH2:35]3)[N:26]([CH3:29])[C:27]=2[CH3:28])=[O:20])[C:14]=1[CH3:21], predict the reactants needed to synthesize it. The reactants are: CN(C=O)C.C(Cl)(=O)C(Cl)=O.[Br:12][C:13]1[O:17][N:16]=[C:15]([C:18]([OH:20])=O)[C:14]=1[CH3:21].[NH2:22][C:23]1[C:24](=[O:36])[N:25]([CH:30]2[CH2:35][CH2:34][CH2:33][CH2:32][CH2:31]2)[N:26]([CH3:29])[C:27]=1[CH3:28].C(N(CC)CC)C. (4) Given the product [O:19]1[C@@H:14]([CH2:13][N:12]2[CH2:11][CH2:10][N:1]([C:2]3[CH:7]=[CH:6][CH:5]=[CH:4][C:3]=3[CH3:8])[CH2:25][CH2:24]2)[CH2:15][O:16][C:17]2[CH:23]=[CH:22][CH:21]=[CH:20][C:18]1=2, predict the reactants needed to synthesize it. The reactants are: [NH2:1][C:2]1[C:3]([CH3:8])=[CH:4][CH:5]=[CH:6][CH:7]=1.Cl[CH2:10][CH2:11][N:12]([CH2:24][CH2:25]Cl)[CH2:13][C@@H:14]1[O:19][C:18]2[CH:20]=[CH:21][CH:22]=[CH:23][C:17]=2[O:16][CH2:15]1.